From a dataset of Reaction yield outcomes from USPTO patents with 853,638 reactions. Predict the reaction yield, written as a fraction of the theoretical maximum amount of product (1.0 means a 100% yield; for example, 0.34 means a 34% yield). (1) The reactants are [C:1]([C:3]1[C@@H:8]([C:9]2[CH:14]=[CH:13][C:12]([C:15]#[N:16])=[CH:11][C:10]=2[S:17]([CH3:20])(=[O:19])=[O:18])[N:7]([CH2:21][C:22]([OH:24])=O)[C:6](=[O:25])[N:5]([C:26]2[CH:31]=[CH:30][CH:29]=[C:28]([C:32]([F:35])([F:34])[F:33])[CH:27]=2)[C:4]=1[CH3:36])#[N:2].C[N:38](C(ON1N=NC2C=CC=NC1=2)=[N+](C)C)C.F[P-](F)(F)(F)(F)F.[Cl-].[NH4+].C(N(CC)C(C)C)(C)C. The catalyst is CN(C=O)C. The product is [C:1]([C:3]1[C@@H:8]([C:9]2[CH:14]=[CH:13][C:12]([C:15]#[N:16])=[CH:11][C:10]=2[S:17]([CH3:20])(=[O:19])=[O:18])[N:7]([CH2:21][C:22]([NH2:38])=[O:24])[C:6](=[O:25])[N:5]([C:26]2[CH:31]=[CH:30][CH:29]=[C:28]([C:32]([F:33])([F:34])[F:35])[CH:27]=2)[C:4]=1[CH3:36])#[N:2]. The yield is 0.940. (2) The reactants are [Cl-].O[NH3+:3].[C:4](=[O:7])([O-])[OH:5].[Na+].CS(C)=O.[CH3:13][C:14]1([O:52][Si](CC)(CC)CC)[CH2:16][CH:15]1[O:17][C@H:18]1[CH2:23][CH2:22][C@H:21]([N:24]2[C:29](=[O:30])[C:28]([CH2:31][C:32]3[CH:37]=[CH:36][C:35]([C:38]4[C:39]([C:44]#[N:45])=[CH:40][CH:41]=[CH:42][CH:43]=4)=[CH:34][CH:33]=3)=[C:27]([CH2:46][CH2:47][CH3:48])[N:26]3[N:49]=[CH:50][CH:51]=[C:25]23)[CH2:20][CH2:19]1. The catalyst is C(OCC)(=O)C. The product is [OH:52][C@@:14]1([CH3:13])[CH2:16][C@H:15]1[O:17][C@H:18]1[CH2:23][CH2:22][C@H:21]([N:24]2[C:29](=[O:30])[C:28]([CH2:31][C:32]3[CH:37]=[CH:36][C:35]([C:38]4[CH:43]=[CH:42][CH:41]=[CH:40][C:39]=4[C:44]4[NH:45][C:4](=[O:7])[O:5][N:3]=4)=[CH:34][CH:33]=3)=[C:27]([CH2:46][CH2:47][CH3:48])[N:26]3[N:49]=[CH:50][CH:51]=[C:25]23)[CH2:20][CH2:19]1. The yield is 0.280. (3) The reactants are [CH3:1][O:2][C:3]1[CH:4]=[C:5]([CH2:11][CH2:12][C:13]2[N:14]=[C:15]3[CH:21]=[C:20]([C:22]4[CH2:23][CH2:24][N:25]([CH3:28])[CH2:26][CH:27]=4)[NH:19][C:16]3=[N:17][CH:18]=2)[CH:6]=[C:7]([O:9][CH3:10])[CH:8]=1. The catalyst is CO.[Pd]. The product is [CH3:10][O:9][C:7]1[CH:6]=[C:5]([CH2:11][CH2:12][C:13]2[N:14]=[C:15]3[CH:21]=[C:20]([CH:22]4[CH2:27][CH2:26][N:25]([CH3:28])[CH2:24][CH2:23]4)[NH:19][C:16]3=[N:17][CH:18]=2)[CH:4]=[C:3]([O:2][CH3:1])[CH:8]=1. The yield is 0.300.